From a dataset of Reaction yield outcomes from USPTO patents with 853,638 reactions. Predict the reaction yield, written as a fraction of the theoretical maximum amount of product (1.0 means a 100% yield; for example, 0.34 means a 34% yield). (1) The reactants are [N+:1]([C:4]1[C:5]([CH:14]=[CH2:15])=[C:6]([CH:11]=[CH:12][CH:13]=1)[C:7]([O:9][CH3:10])=[O:8])([O-])=O. The catalyst is CCOC(C)=O.CCO.[Pd]. The product is [NH2:1][C:4]1[C:5]([CH2:14][CH3:15])=[C:6]([CH:11]=[CH:12][CH:13]=1)[C:7]([O:9][CH3:10])=[O:8]. The yield is 0.970. (2) The reactants are [NH2:1][C:2]1[CH:6]=[C:5]([C:7](=[N:18][OH:19])[NH:8][CH2:9][C:10]2[CH:15]=[C:14]([Cl:16])[CH:13]=[CH:12][C:11]=2[CH3:17])[O:4][N:3]=1.C1N=CN([C:25](N2C=NC=C2)=[O:26])C=1. The catalyst is C1COCC1. The product is [NH2:1][C:2]1[CH:6]=[C:5]([C:7]2[N:8]([CH2:9][C:10]3[CH:15]=[C:14]([Cl:16])[CH:13]=[CH:12][C:11]=3[CH3:17])[C:25](=[O:26])[O:19][N:18]=2)[O:4][N:3]=1. The yield is 0.570. (3) The reactants are [CH:1]([C:3]1[CH:4]=[C:5]2[C:10](=[CH:11][CH:12]=1)[C:9](=[O:13])[NH:8][N:7]=[CH:6]2)=[CH2:2].C([O-])([O-])=O.[Cs+].[Cs+].Br[CH2:21][C:22]([O:24][CH2:25][CH3:26])=[O:23]. The catalyst is CN(C=O)C. The product is [O:13]=[C:9]1[C:10]2[C:5](=[CH:4][C:3]([CH:1]=[CH2:2])=[CH:12][CH:11]=2)[CH:6]=[N:7][N:8]1[CH2:21][C:22]([O:24][CH2:25][CH3:26])=[O:23]. The yield is 0.450. (4) The reactants are [CH3:1][C@@H:2]1[C@H:10]2[C@H:6]([N:7]([C:12]([O:14][C:15]([CH3:18])([CH3:17])[CH3:16])=[O:13])C(=O)[O:9]2)[CH:5]=[C:4]([C:19]2[CH:24]=[CH:23][N:22]=[CH:21][C:20]=2[N+:25]([O-:27])=[O:26])[CH2:3]1.[Li+].[OH-]. The catalyst is C1COCC1.CCOC(C)=O.C([O-])(O)=O.[Na+]. The product is [OH:9][C@@H:10]1[C@H:6]([NH:7][C:12](=[O:13])[O:14][C:15]([CH3:16])([CH3:17])[CH3:18])[CH:5]=[C:4]([C:19]2[CH:24]=[CH:23][N:22]=[CH:21][C:20]=2[N+:25]([O-:27])=[O:26])[CH2:3][C@@H:2]1[CH3:1]. The yield is 0.830. (5) The reactants are [CH3:1][O:2][CH:3]1[CH2:6][N:5]([C:7]([N:9]2[CH2:14][CH:13]([C:15]3[CH:20]=[CH:19][C:18]([C:21]([F:24])([F:23])[F:22])=[CH:17][CH:16]=3)[CH2:12][CH:11]([C:25]([OH:27])=O)[CH2:10]2)=[O:8])[CH2:4]1.O[N:29]=[C:30]([NH2:35])[CH2:31][CH2:32][O:33][CH3:34]. No catalyst specified. The product is [CH3:1][O:2][CH:3]1[CH2:6][N:5]([C:7]([N:9]2[CH2:14][CH:13]([C:15]3[CH:20]=[CH:19][C:18]([C:21]([F:23])([F:22])[F:24])=[CH:17][CH:16]=3)[CH2:12][CH:11]([C:25]3[O:27][N:35]=[C:30]([CH2:31][CH2:32][O:33][CH3:34])[N:29]=3)[CH2:10]2)=[O:8])[CH2:4]1. The yield is 0.440.